The task is: Predict which catalyst facilitates the given reaction.. This data is from Catalyst prediction with 721,799 reactions and 888 catalyst types from USPTO. (1) Reactant: [NH2:1][C:2]1[CH:3]=[CH:4][C:5]([CH3:21])=[C:6]([C:8]2[CH:13]=[CH:12][C:11]([C:14]([NH:16][CH2:17][CH:18]3[CH2:20][CH2:19]3)=[O:15])=[CH:10][CH:9]=2)[CH:7]=1.[C:22](O)(=[O:27])[CH2:23][CH:24]([CH3:26])[CH3:25]. Product: [CH:18]1([CH2:17][NH:16][C:14]([C:11]2[CH:12]=[CH:13][C:8]([C:6]3[C:5]([CH3:21])=[CH:4][CH:3]=[C:2]([NH:1][C:22](=[O:27])[CH2:23][CH:24]([CH3:26])[CH3:25])[CH:7]=3)=[CH:9][CH:10]=2)=[O:15])[CH2:20][CH2:19]1. The catalyst class is: 1. (2) Reactant: [C:1]([C:5]1[CH:10]=[CH:9][C:8]([NH:11][C:12](=[O:28])[C:13]2[CH:18]=[CH:17][C:16]([C:19]3[C:24]([N+:25]([O-])=O)=[CH:23][CH:22]=[CH:21][N:20]=3)=[CH:15][CH:14]=2)=[CH:7][CH:6]=1)([CH3:4])([CH3:3])[CH3:2]. Product: [NH2:25][C:24]1[C:19]([C:16]2[CH:15]=[CH:14][C:13]([C:12]([NH:11][C:8]3[CH:9]=[CH:10][C:5]([C:1]([CH3:2])([CH3:3])[CH3:4])=[CH:6][CH:7]=3)=[O:28])=[CH:18][CH:17]=2)=[N:20][CH:21]=[CH:22][CH:23]=1. The catalyst class is: 579. (3) Reactant: [OH:1][C:2]([C:29]1[CH:34]=[CH:33][C:32]([NH:35][C:36](=[O:46])[CH2:37][CH2:38][CH2:39][CH2:40][CH2:41][CH2:42][C:43](O)=[O:44])=[CH:31][CH:30]=1)([C:16](=[O:28])[NH:17][C:18]1[CH:19]=[CH:20][CH:21]=[C:22]2[C:27]=1[N:26]=[CH:25][CH:24]=[CH:23]2)[C:3](=[O:15])[NH:4][C:5]1[CH:6]=[CH:7][CH:8]=[C:9]2[C:14]=1[N:13]=[CH:12][CH:11]=[CH:10]2.Cl.[C:48]([O:52][NH2:53])([CH3:51])([CH3:50])[CH3:49].C(N(CC)CC)C.C(N=C=NCCCN(C)C)C. Product: [C:48]([O:52][NH:53][C:43](=[O:44])[CH2:42][CH2:41][CH2:40][CH2:39][CH2:38][CH2:37][C:36]([NH:35][C:32]1[CH:33]=[CH:34][C:29]([C:2]([OH:1])([C:3](=[O:15])[NH:4][C:5]2[CH:6]=[CH:7][CH:8]=[C:9]3[C:14]=2[N:13]=[CH:12][CH:11]=[CH:10]3)[C:16](=[O:28])[NH:17][C:18]2[CH:19]=[CH:20][CH:21]=[C:22]3[C:27]=2[N:26]=[CH:25][CH:24]=[CH:23]3)=[CH:30][CH:31]=1)=[O:46])([CH3:51])([CH3:50])[CH3:49]. The catalyst class is: 2. (4) Reactant: [OH-].[K+].[CH3:3][O:4][C:5]1[CH:10]=[CH:9][N:8]2[N:11]=[C:12]([C:25]3[CH:30]=[CH:29][CH:28]=[CH:27][CH:26]=3)[C:13]([CH2:14][C:15]3[N:20]=[C:19]([C:21]([O:23]C)=[O:22])[CH:18]=[CH:17][CH:16]=3)=[C:7]2[CH:6]=1.Cl. Product: [CH3:3][O:4][C:5]1[CH:10]=[CH:9][N:8]2[N:11]=[C:12]([C:25]3[CH:30]=[CH:29][CH:28]=[CH:27][CH:26]=3)[C:13]([CH2:14][C:15]3[N:20]=[C:19]([C:21]([OH:23])=[O:22])[CH:18]=[CH:17][CH:16]=3)=[C:7]2[CH:6]=1. The catalyst class is: 5. (5) Reactant: [NH2:1][C:2]1[CH:7]=[CH:6][C:5]([C:8]2[C:17]([N:18]3[CH2:22][CH2:21][CH2:20][C@@H:19]3[CH3:23])=[N:16][C:15]3[C:10](=[CH:11][CH:12]=[C:13]([C:24]([O:26][CH3:27])=[O:25])[CH:14]=3)[N:9]=2)=[CH:4][C:3]=1[N+:28]([O-])=O.[NH4+].[Cl-]. Product: [NH2:28][C:3]1[CH:4]=[C:5]([C:8]2[C:17]([N:18]3[CH2:22][CH2:21][CH2:20][C@@H:19]3[CH3:23])=[N:16][C:15]3[C:10](=[CH:11][CH:12]=[C:13]([C:24]([O:26][CH3:27])=[O:25])[CH:14]=3)[N:9]=2)[CH:6]=[CH:7][C:2]=1[NH2:1]. The catalyst class is: 415. (6) Reactant: [C:1]([O:5][C:6](=[O:19])[NH:7][C@H:8]([C:13]1[CH:18]=[CH:17][CH:16]=[CH:15][CH:14]=1)[C@@H:9]([OH:12])[CH2:10][OH:11])([CH3:4])([CH3:3])[CH3:2].[C:20]([Si:24]([CH3:27])([CH3:26])Cl)([CH3:23])([CH3:22])[CH3:21].N1C=CN=C1.ClCCl. Product: [C:1]([O:5][C:6](=[O:19])[NH:7][C@H:8]([C:13]1[CH:14]=[CH:15][CH:16]=[CH:17][CH:18]=1)[C@@H:9]([OH:12])[CH2:10][O:11][Si:24]([C:20]([CH3:23])([CH3:22])[CH3:21])([CH3:27])[CH3:26])([CH3:4])([CH3:2])[CH3:3]. The catalyst class is: 84. (7) Reactant: [C:1]([O:5][C:6]([NH:8][CH2:9][C:10]1[C:11]([CH2:27][CH:28]([CH3:30])[CH3:29])=[N:12][C:13]([CH3:26])=[C:14]([C:18]=1[C:19]1[CH:24]=[CH:23][C:22]([CH3:25])=[CH:21][CH:20]=1)[C:15]([OH:17])=[O:16])=[O:7])([CH3:4])([CH3:3])[CH3:2].Br[CH2:32][C:33]1[CH:34]=[C:35]([CH:40]=[CH:41][CH:42]=1)[C:36]([O:38][CH3:39])=[O:37].C(=O)([O-])[O-].[K+].[K+]. Product: [C:1]([O:5][C:6]([NH:8][CH2:9][C:10]1[C:11]([CH2:27][CH:28]([CH3:30])[CH3:29])=[N:12][C:13]([CH3:26])=[C:14]([C:18]=1[C:19]1[CH:24]=[CH:23][C:22]([CH3:25])=[CH:21][CH:20]=1)[C:15]([O:17][CH2:32][C:33]1[CH:42]=[CH:41][CH:40]=[C:35]([C:36]([O:38][CH3:39])=[O:37])[CH:34]=1)=[O:16])=[O:7])([CH3:4])([CH3:3])[CH3:2]. The catalyst class is: 42. (8) Reactant: [F:1][C:2]1[C:8]([F:9])=[C:7]([F:10])[C:6]([F:11])=[CH:5][C:3]=1[NH2:4].[N:12]([O-])=O.[Na+].[Sn](Cl)[Cl:17]. Product: [ClH:17].[F:1][C:2]1[C:8]([F:9])=[C:7]([F:10])[C:6]([F:11])=[CH:5][C:3]=1[NH:4][NH2:12]. The catalyst class is: 126. (9) Reactant: C(OC(=O)[NH:7][C@H:8]([CH2:13][N:14]=[N+:15]=[N-:16])[CH2:9][CH:10]([CH3:12])[CH3:11])(C)(C)C.C(O)(C(F)(F)F)=O. Product: [N:14]([CH2:13][C@@H:8]([NH2:7])[CH2:9][CH:10]([CH3:12])[CH3:11])=[N+:15]=[N-:16]. The catalyst class is: 2.